This data is from Catalyst prediction with 721,799 reactions and 888 catalyst types from USPTO. The task is: Predict which catalyst facilitates the given reaction. (1) Reactant: [I:1][C:2]1[C:10]2[C:5](=[CH:6][CH:7]=[C:8]([N+:11]([O-:13])=[O:12])[CH:9]=2)[NH:4][N:3]=1.[CH3:14][Si:15]([CH2:18][CH2:19][O:20][CH2:21]Cl)([CH3:17])[CH3:16].C(N(C(C)C)CC)(C)C.O. Product: [I:1][C:2]1[C:10]2[C:5](=[CH:6][CH:7]=[C:8]([N+:11]([O-:13])=[O:12])[CH:9]=2)[N:4]([CH2:21][O:20][CH2:19][CH2:18][Si:15]([CH3:17])([CH3:16])[CH3:14])[N:3]=1. The catalyst class is: 2. (2) Reactant: [C:1](=O)([O-])[O-].[K+].[K+].[O:7]=[C:8]1[CH2:12][CH2:11][CH2:10][CH:9]1[C:13]([O:15][CH2:16][CH3:17])=[O:14].CI. Product: [CH3:1][C:9]1([C:13]([O:15][CH2:16][CH3:17])=[O:14])[CH2:10][CH2:11][CH2:12][C:8]1=[O:7]. The catalyst class is: 21. (3) Reactant: Cl[CH:2]([CH2:5][C:6]1[CH:16]=[CH:15][C:9]2[N:10]=[C:11]([S:13][CH3:14])[S:12][C:8]=2[CH:7]=1)[CH:3]=O.[S:17]1[CH:21]=[CH:20][N:19]=[C:18]1[NH2:22].O. Product: [S:17]1[CH:21]=[CH:20][N:19]2[C:2]([CH2:5][C:6]3[CH:16]=[CH:15][C:9]4[N:10]=[C:11]([S:13][CH3:14])[S:12][C:8]=4[CH:7]=3)=[CH:3][N:22]=[C:18]12. The catalyst class is: 51. (4) Reactant: [O:1]=[C:2]1[C:11]2[C:6](=[CH:7][CH:8]=[CH:9][CH:10]=2)[N:5]=[C:4]([S:12][CH2:13][C:14]([O:16]C(C)(C)C)=[O:15])[NH:3]1.FC(F)(F)C(O)=O. Product: [O:1]=[C:2]1[C:11]2[C:6](=[CH:7][CH:8]=[CH:9][CH:10]=2)[N:5]=[C:4]([S:12][CH2:13][C:14]([OH:16])=[O:15])[NH:3]1. The catalyst class is: 2. (5) Reactant: [CH2:1]([O:3][C:4]([C:6]1[CH:7]=[N:8][CH:9]=[C:10](B(O)O)[CH:11]=1)=[O:5])[CH3:2].Br[C:16]1[CH:17]=[C:18]2[C:24](I)=[N:23][N:22]([CH2:26][O:27][CH2:28][CH2:29][Si:30]([CH3:33])([CH3:32])[CH3:31])[C:19]2=[N:20][CH:21]=1.C(=O)([O-])[O-].[Na+].[Na+].[C:40]([O:43][CH2:44][CH3:45])(=O)C. Product: [CH2:1]([O:3][C:4](=[O:5])[C:6]1[CH:11]=[C:10]([C:16]2[CH:17]=[C:18]3[C:24]([C:10]4[CH:11]=[CH:6][CH:4]=[CH:45][C:44]=4[O:43][CH3:40])=[N:23][N:22]([CH2:26][O:27][CH2:28][CH2:29][Si:30]([CH3:33])([CH3:32])[CH3:31])[C:19]3=[N:20][CH:21]=2)[CH:9]=[N:8][CH:7]=1)[CH3:2]. The catalyst class is: 6. (6) Reactant: [C:1]([NH:5]C(NCC1C=C(C2C=CC=C(C=O)C=2OCOCCOC)C(OCOCCOC)=CC=1)=O)(C)(C)C.Cl.[NH2:39][C:40]1[C:41](N)=[C:42]([CH:46]=[CH:47][CH:48]=1)[C:43]([NH2:45])=[NH:44].C1(=O)C=CC(=O)C=C1. Product: [NH:5]1[C:48]2[CH:47]=[CH:46][C:42]([C:43]([NH2:45])=[NH:44])=[CH:41][C:40]=2[N:39]=[CH:1]1. The catalyst class is: 5.